This data is from Forward reaction prediction with 1.9M reactions from USPTO patents (1976-2016). The task is: Predict the product of the given reaction. (1) Given the reactants [CH3:1][C:2]1[CH:7]=[CH:6][C:5]([NH:8]C(=O)C2C=CC=C(C(F)(F)F)C=2)=[CH:4][C:3]=1[C:21]1[CH:29]=[C:28]2[C:24]([C:25]3[CH:33]=[N:32][CH:31]=[N:30][C:26]=3[NH:27]2)=[CH:23][CH:22]=1.O1CCOCC1.[OH-].[Na+], predict the reaction product. The product is: [CH3:1][C:2]1[CH:7]=[CH:6][C:5]([NH2:8])=[CH:4][C:3]=1[C:21]1[CH:29]=[C:28]2[C:24]([C:25]3[CH:33]=[N:32][CH:31]=[N:30][C:26]=3[NH:27]2)=[CH:23][CH:22]=1. (2) Given the reactants [C:1](Cl)(=O)[C:2]([Cl:4])=[O:3].[N:7]1([C:13]2[CH:14]=C([CH:19]=[C:20]([N+:22]([O-:24])=[O:23])[CH:21]=2)C(O)=O)[CH2:12][CH2:11][O:10][CH2:9][CH2:8]1, predict the reaction product. The product is: [N:7]1([C:13]2[CH:14]=[C:1]([CH:19]=[C:20]([N+:22]([O-:24])=[O:23])[CH:21]=2)[C:2]([Cl:4])=[O:3])[CH2:8][CH2:9][O:10][CH2:11][CH2:12]1. (3) Given the reactants [C:1]([C:4]1[CH:5]=[C:6]([C:11]2[C:12]([C:17]([O:19][CH3:20])=[O:18])=[N:13][CH:14]=[CH:15][CH:16]=2)[CH:7]=[CH:8][C:9]=1[Cl:10])([OH:3])=O.C(Cl)(=O)C(Cl)=O.Cl.[C:28]12([CH2:38][CH2:39][NH2:40])[CH2:37][CH:32]3[CH2:33][CH:34]([CH2:36][CH:30]([CH2:31]3)[CH2:29]1)[CH2:35]2, predict the reaction product. The product is: [Cl:10][C:9]1[CH:8]=[CH:7][C:6]([C:11]2[C:12]([C:17]([O:19][CH3:20])=[O:18])=[N:13][CH:14]=[CH:15][CH:16]=2)=[CH:5][C:4]=1[C:1]([NH:40][CH2:39][CH2:38][C:28]12[CH2:37][CH:32]3[CH2:33][CH:34]([CH2:36][CH:30]([CH2:31]3)[CH2:29]1)[CH2:35]2)=[O:3].